This data is from Full USPTO retrosynthesis dataset with 1.9M reactions from patents (1976-2016). The task is: Predict the reactants needed to synthesize the given product. Given the product [ClH:32].[CH2:1]([O:8][C:9]1[CH:14]=[CH:13][N:12]([C:15]2[CH:16]=[C:17]3[C:21](=[CH:22][CH:23]=2)[N:20]([CH2:24][CH2:25][N:26]2[CH2:30][CH2:29][CH2:28][CH2:27]2)[N:19]=[CH:18]3)[C:11](=[O:31])[CH:10]=1)[C:2]1[CH:7]=[CH:6][CH:5]=[CH:4][CH:3]=1, predict the reactants needed to synthesize it. The reactants are: [CH2:1]([O:8][C:9]1[CH:14]=[CH:13][N:12]([C:15]2[CH:16]=[C:17]3[C:21](=[CH:22][CH:23]=2)[N:20]([CH2:24][CH2:25][N:26]2[CH2:30][CH2:29][CH2:28][CH2:27]2)[N:19]=[CH:18]3)[C:11](=[O:31])[CH:10]=1)[C:2]1[CH:7]=[CH:6][CH:5]=[CH:4][CH:3]=1.[ClH:32].